This data is from Full USPTO retrosynthesis dataset with 1.9M reactions from patents (1976-2016). The task is: Predict the reactants needed to synthesize the given product. (1) Given the product [Cl:1][C:2]1[CH:3]=[CH:4][C:5]([O:17][CH3:18])=[C:6]([C:8]2[N:9]=[C:10]([CH3:16])[S:11][C:12]=2[NH:34][C:35](=[O:41])[O:36][C:37]([CH3:40])([CH3:39])[CH3:38])[CH:7]=1, predict the reactants needed to synthesize it. The reactants are: [Cl:1][C:2]1[CH:3]=[CH:4][C:5]([O:17][CH3:18])=[C:6]([C:8]2[N:9]=[C:10]([CH3:16])[S:11][C:12]=2C(O)=O)[CH:7]=1.BrC1SC([NH:34][C:35](=[O:41])[O:36][C:37]([CH3:40])([CH3:39])[CH3:38])=C(C2C=C(Cl)C=CC=2OC)N=1. (2) Given the product [CH3:1][O:2][C:3]1[CH:30]=[CH:29][C:6]([CH2:7][NH:8][C:9]2[C:14]([C:15]3[N:16]=[CH:17][S:18][C:19]=3[C:20]3[CH:25]=[CH:24][CH:23]=[C:22]([Cl:26])[C:21]=3[Cl:27])=[CH:13][C:12]([C:44]3[CH:45]=[N:46][CH:47]=[CH:48][CH:49]=3)=[CH:11][N:10]=2)=[CH:5][CH:4]=1, predict the reactants needed to synthesize it. The reactants are: [CH3:1][O:2][C:3]1[CH:30]=[CH:29][C:6]([CH2:7][NH:8][C:9]2[C:14]([C:15]3[N:16]=[CH:17][S:18][C:19]=3[C:20]3[CH:25]=[CH:24][CH:23]=[C:22]([Cl:26])[C:21]=3[Cl:27])=[CH:13][C:12](Br)=[CH:11][N:10]=2)=[CH:5][CH:4]=1.C([O-])(O)=O.[Na+].CC1(C)C(C)(C)OB([C:44]2[CH:45]=[N:46][CH:47]=[CH:48][CH:49]=2)O1. (3) Given the product [C:4]([C:3]1[CH:12]=[C:13]([Cl:16])[CH:14]=[CH:15][C:2]=1[NH:1][S:18]([C:21]([F:24])([F:23])[F:22])(=[O:19])=[O:17])(=[O:5])[C:6]1[CH:7]=[CH:8][CH:9]=[CH:10][CH:11]=1, predict the reactants needed to synthesize it. The reactants are: [NH2:1][C:2]1[CH:15]=[CH:14][C:13]([Cl:16])=[CH:12][C:3]=1[C:4]([C:6]1[CH:11]=[CH:10][CH:9]=[CH:8][CH:7]=1)=[O:5].[O:17](S(C(F)(F)F)(=O)=O)[S:18]([C:21]([F:24])([F:23])[F:22])(=O)=[O:19].